Dataset: Reaction yield outcomes from USPTO patents with 853,638 reactions. Task: Predict the reaction yield, written as a fraction of the theoretical maximum amount of product (1.0 means a 100% yield; for example, 0.34 means a 34% yield). (1) The reactants are [C:1]([N:5]1[CH2:10][CH2:9][C@@H:8]([N:11]([CH3:21])[C:12](=[O:20])[C:13]2[CH:18]=[CH:17][C:16]([Cl:19])=[CH:15][CH:14]=2)[C@H:7]([C:22]2[CH:27]=[CH:26][C:25]([Cl:28])=[C:24]([Cl:29])[CH:23]=2)[CH2:6]1)(=[O:4])[CH:2]=[CH2:3].C(=O)([O-])[O-].[K+].[K+].[NH:36]1[CH2:40][CH2:39][CH2:38][C:37]1=[O:41].O. The catalyst is CN(C=O)C. The product is [Cl:19][C:16]1[CH:15]=[CH:14][C:13]([C:12]([N:11]([C@@H:8]2[CH2:9][CH2:10][N:5]([C:1](=[O:4])[CH2:2][CH2:3][N:36]3[CH2:40][CH2:39][CH2:38][C:37]3=[O:41])[CH2:6][C@H:7]2[C:22]2[CH:27]=[CH:26][C:25]([Cl:28])=[C:24]([Cl:29])[CH:23]=2)[CH3:21])=[O:20])=[CH:18][CH:17]=1. The yield is 0.630. (2) The reactants are [Cl:1][C:2]1[CH:10]=[C:9](F)[C:8]([N+:12]([O-:14])=[O:13])=[CH:7][C:3]=1[C:4]([OH:6])=[O:5].[CH3:15][OH:16].C[O-].[Na+]. The catalyst is CN(C=O)C. The product is [Cl:1][C:2]1[CH:10]=[C:9]([O:16][CH3:15])[C:8]([N+:12]([O-:14])=[O:13])=[CH:7][C:3]=1[C:4]([OH:6])=[O:5]. The yield is 0.950. (3) The reactants are [Cl:1][C:2]1[CH:7]=[CH:6][C:5]([CH2:8][CH2:9][C:10]([NH:12][CH3:13])=[O:11])=[CH:4][C:3]=1[CH2:14][OH:15]. The catalyst is CC#N.O=[Mn]=O. The product is [Cl:1][C:2]1[CH:7]=[CH:6][C:5]([CH2:8][CH2:9][C:10]([NH:12][CH3:13])=[O:11])=[CH:4][C:3]=1[CH:14]=[O:15]. The yield is 0.930. (4) The reactants are [Br:1][C:2]1[CH:3]=[C:4]([CH:15]=[C:16]([Br:35])[C:17]=1[O:18][C:19]1[CH:24]=[CH:23][C:22]([OH:25])=[C:21]([C:26](=[O:34])[C:27]2[CH:32]=[CH:31][C:30]([Cl:33])=[CH:29][CH:28]=2)[CH:20]=1)[CH:5]=[N:6][O:7][CH:8]([CH3:14])[C:9]([O:11][CH2:12][CH3:13])=[O:10].[BH4-].[Na+]. The catalyst is CO.C(OCC)(=O)C. The product is [Br:1][C:2]1[CH:3]=[C:4]([CH:15]=[C:16]([Br:35])[C:17]=1[O:18][C:19]1[CH:24]=[CH:23][C:22]([OH:25])=[C:21]([CH:26]([C:27]2[CH:32]=[CH:31][C:30]([Cl:33])=[CH:29][CH:28]=2)[OH:34])[CH:20]=1)[CH:5]=[N:6][O:7][CH:8]([CH3:14])[C:9]([O:11][CH2:12][CH3:13])=[O:10]. The yield is 1.00. (5) The reactants are [F:1][C:2]1[CH:3]=[CH:4][C:5]([C:8]2[C:12](/[CH:13]=[CH:14]/[C:15]3[S:16][C:17]([C:20](O)=[O:21])=[CH:18][N:19]=3)=[C:11]([CH3:23])[O:10][N:9]=2)=[N:6][CH:7]=1.C(N1C=CN=C1)([N:26]1C=CN=C1)=O.[OH-].[NH4+]. The catalyst is CN(C=O)C. The product is [F:1][C:2]1[CH:3]=[CH:4][C:5]([C:8]2[C:12](/[CH:13]=[CH:14]/[C:15]3[S:16][C:17]([C:20]([NH2:26])=[O:21])=[CH:18][N:19]=3)=[C:11]([CH3:23])[O:10][N:9]=2)=[N:6][CH:7]=1. The yield is 0.770. (6) The reactants are [CH3:1][O:2][C:3]1[C:4]([N+:15]([O-:17])=[O:16])=[CH:5][C:6]2[O:11][C:10]([CH3:13])([CH3:12])[CH:9]=[CH:8][C:7]=2[CH:14]=1.CN1C=CN=C1.I(C1C=CC=CC=1)=[O:25].S([O-])([O-])(=O)=S.[Na+].[Na+]. The catalyst is C(#N)C. The product is [O:25]1[C@H:8]2[C@@H:9]1[C:10]([CH3:13])([CH3:12])[O:11][C:6]1[CH:5]=[C:4]([N+:15]([O-:17])=[O:16])[C:3]([O:2][CH3:1])=[CH:14][C:7]=12. The yield is 0.750.